Dataset: Reaction yield outcomes from USPTO patents with 853,638 reactions. Task: Predict the reaction yield, written as a fraction of the theoretical maximum amount of product (1.0 means a 100% yield; for example, 0.34 means a 34% yield). The reactants are [CH3:1][O:2][C:3](=[O:17])[CH2:4][C@H:5]1[CH2:8][C@H:7]([O:9][CH2:10][C:11]2[CH:16]=[CH:15][CH:14]=[CH:13][CH:12]=2)[CH2:6]1.[Li+].[CH3:19]C([N-]C(C)C)C.CCCCCC.IC. The catalyst is C1COCC1.O. The product is [CH3:1][O:2][C:3](=[O:17])[CH:4]([C@H:5]1[CH2:8][C@H:7]([O:9][CH2:10][C:11]2[CH:12]=[CH:13][CH:14]=[CH:15][CH:16]=2)[CH2:6]1)[CH3:19]. The yield is 0.800.